This data is from B-cell epitopes from IEDB database with 3,159 antigens for binding position prediction. The task is: Token-level Classification. Given an antigen amino acid sequence, predict which amino acid positions are active epitope sites capable of antibody binding. Output is a list of indices for active positions. (1) Given the antigen sequence: MKAQKGFTLIELMIVVAIIGILAAIAIPQYQDYTARTQVTRAVSEVSALKTAAESAILEGKEIVSSATPKDTQYDIGFTESTLLDGSGKSQIQVTDNQDGTVELVATLGKSSGSAIKGAVITVSRKNDGVWNCKITKTPTAWKPNYAPANCPKS, which amino acid positions are active epitope sites? The epitope positions are: [142, 143, 144, 145, 146, 147, 148, 149, 150, 151, 152, 153]. The amino acids at these positions are: KPNYAPANCPKS. (2) Given the antigen sequence: GQFRVIGPRHPIRALVGDEVELPCRISPGKNATGMEVGWYRPPFSRVVHLYRNGKDQDGDQAPEYRGRTELLKDAIGEGKVTLRIRNVRFSDEGGFTCFFRDHSYQEEAAMELKVEDPFYWVSPGVLVLLAVLPVLLLQITVGLVFLCLQYRLRGKLRAEIENLHRTFGQFLEELRNPF, which amino acid positions are active epitope sites? The epitope positions are: [157, 158, 159, 160, 161, 162, 163, 164, 165, 166, 167, 168, 169, 170, 171]. The amino acids at these positions are: RAEIENLHRTFGQFL. (3) Given the antigen sequence: AAQKRPSQRSKYLASASTMDHARHGFLPRHRDTGILDSLGRFFGSDRGAPKRGSGKDGHHAARTTHYGSLPQKAQGHRPQDENPVVHFFKNIVTPRTPPPSQGKGRGLSLSRFSWGAEGQKPGFGYGGRASDYKSAHKGLKGHDAQGTLSKIFKLGGRDSRSGSPMARR, which amino acid positions are active epitope sites? The epitope positions are: [53, 54, 55, 56, 57, 58, 59, 60, 61]. The amino acids at these positions are: SGKDGHHAA. (4) Given the antigen sequence: MELSTVLLLLGLSSAGLVLGSEHETRLVAKLFEDYSSVVRPVEDHREIVQVTVGLQLIQLINVDEVNQIVTTNVRLKQQWVDYNLKWNPDDYGGVKKIHIPSEKIWRPDVVLYNNADGDFAIVKFTKVLLDYTGHITWTPPAIFKSYCEIIVTHFPFDEQNCSMKLGTWTYDGSVVAINPESDQPDLSNFMESGEWVIKEARGWKHWVFYSCCPTTPYLDITYHFVMQRLPLYFIVNVIIPCLLFSFLTSLVFYLPTDSGEKMTLSISVLLSLTVFLLVIVELIPSTSSAVPLIGKYMLFTMVFVIASIIITVIVINTHHRSPSTHIMPEWVRKVFIDTIPNIMFFSTMKRPSRDKQEKRIFTEDIDISDISGKPGPPPMGFHSPLIKHPEVKSAIEGVKYIAETMKSDQESNNAAEEWKYVAMVMDHILLGVFMLVCLIGTLAVFAGRLIELHQQG, which amino acid positions are active epitope sites? The epitope positions are: [80, 81, 82, 83, 84, 85, 86, 87, 88, 89, 90, 91, 92, 93, 94, 95]. The amino acids at these positions are: VDYNLKWNPDDYGGVK. (5) Given the antigen sequence: LEALEDAVLTGYSLFQKEKMVLNEEEITTKGASAQSGASAQSGTSAQSGTSAQSGTSGTSGTSGTSPSSRSNTLPRSNTLSGASPPADASDSDAKSYADLKHRVRNYLFTIKELKYPELFDLTNHM, which amino acid positions are active epitope sites? The epitope positions are: [53, 54, 55, 56, 57, 58, 59, 60, 61, 62, 63, 64]. The amino acids at these positions are: SGTSGTSGTSGT. (6) Given the antigen sequence: MKFVLAIVSLLVLSTVYARPASIKTFEEFKKAFNKNYATVEEEEVARKNFLESLKYVEANKGAINHLSDLSLDEFKNRYLMSAEAFEQLKTQFDLNAETSACRINSVNVPSELDLRSLRTVTPIRMQGGCGSCWAFSGVAATESAYLAYRNTSLDLSEQELVDCASQHGCHGDTIPRGIEYIQQNGVVEERSYPYVAREQQCRRPNSQHYGISNYCQIYPPDVKQIREALTQTHTAIAVIIGIKDLRAFQHYDGRTIIQHDNGYQPNYHAVNIVGYGSTQGVDYWIVRNSWDTTWGDSGYGYFQAGNNLMMIEQYPYVVIM, which amino acid positions are active epitope sites? The epitope positions are: [143, 144, 145, 146, 147, 148, 149, 150]. The amino acids at these positions are: SAYLAYRN. (7) Given the antigen sequence: MSTNPKPQRKTKRNTNRRPQDVKFPGGGQIVGGVYLLPRRGPRLGVRATRKTSERSQPRGRRQPIPKARPPEGRTWAQPGYPWPLYGNEGMGWAGWLLSPRGSRPSWGPSDPRRRSRNLGKVIDTLTCGFADLMGYIPLVGAPLGGAARALAHGVRVLEDGVNYATGNLPGCSFSIFLLALLSCLTIPASAYEVRNVSGVYHVTNDCSNSSIVYEAADMIMHSPGCVPCVRENNISRCWVALTPTLAARNVSVPIKTIRRHVDLLVGAAAFCSAMYVGDLCGSVFLVSQLFTFSPRRHETVQDCNCSLYPGHVSGHRMAWDMMMNWSPTAALVVSQLLRIPQAVVDMVAGAHWGVLAGLAYYSMVGNWAKVLIVMLLFAGVDGGTYVTGGAQSHTVRGLASFFTPGPAQKIQLVNTNGSWHINRTALNCNDSLQTGFLAALFYANKFNSSGCPERLASCRPIDKFAQGWGPITYAEPDSSDQRPYCWHYAPRPCGIVPAS..., which amino acid positions are active epitope sites? The epitope positions are: [473, 474, 475, 476, 477, 478, 479, 480, 481, 482, 483, 484, 485, 486, 487, 488, 489, 490, 491, 492]. The amino acids at these positions are: YAEPDSSDQRPYCWHYAPRP. (8) Given the antigen sequence: MATMEELQREINAHEGQLVIARQKVRDAEKQYEKDPDELNKRTLTDREGVAVSIQAKIDELKRQLADRIATGKNLGKEQDPTGVEPGDHLKERSMLSYGNVLDLNHLDIDEPTGQTADWLSIIVYLTSFVVPILLKALYMLTTRGRQTTKDNKGTRIRFKDDSSFEDVNGIRKPKHLYVSLPNAQSSMKAEEITPGRYRTAVCGLYPAQIKARQMISPVMSVIGFLALAKDWSDRIEQWLIEPCKLLPDTAAVSLLGGPATNRDYLRQRQVALGNMETKESKAIRQHAEAAGCSMIEDIESPSSIWVFAGAPDRCPPTCLFIAGIAELGAFFSILQDMRNTIMASKTVGTSEEKLRKKSSFYQSYLRRTQSMGIQLGQRIIVLFMVAWGKEAVDNFHLGDDMDPELRTLAQSLIDVKVKEISNQEPLKL, which amino acid positions are active epitope sites? The epitope positions are: [165, 166, 167, 168, 169, 170, 171, 172, 173, 174]. The amino acids at these positions are: EDVNGIRKPK. (9) Given the antigen sequence: MGQIVTMFEALPHIIDEVINIVIIVLIVITGIKAVYNFATCGIFALISFLLLAGRSCGMYGLKGPDIYKGVYQFKSVEFDMSHLNLTMPNACSANNSHHYISMGTSGLELTFTNDSIISHNFCNLTSAFNKKTFDHTLMSIVSSLHLSIRGNSNYKAVSCDFNNGITIQYNLTFSDAQSAQSQCRTFRGRVLDMFRTAFGGKYMRSGWGWTGSDGKTTWCSQTSYQYLIIQNRTWENHCTYAGPFGMSRILLSQEKTKFLTRRLAGTFTWTLSDSSGVENPGGYCLTKWMILAAELKCFGNTAVAKCNVNHDEEFCDMLRLIDYNKAALSKFKEDVESALHLFKTTVNSLISDQLLMRNHLRDLMGVPYCNYSKFWYLEHAKTGETSVPKCWLVTNGSYLNETHFSDQIEQEADNMITEMLRKDYIKRQGSTPLALMDLLMFSTSAYLVSIFLHLVKIPTHRHIKGGSCPKPHRLTNKGICSCGAFKVPGVKTVWKRR, which amino acid positions are active epitope sites? The epitope positions are: [32, 33, 34, 35, 36, 37, 38, 39, 40]. The amino acids at these positions are: KAVYNFATC. (10) Given the antigen sequence: MLAPGSSRVELFKRQSSKVPFEKDGKVTERVVHSFRLPALVNVDGVMVAIADARYETSNDNSLIDTVAKYSVDDGETWETQIAIKNSRASSVSRVVDPTVIVKGNKLYVLVGSYNSSRSYWTSHGDARDWDILLAVGEVTKSTAGGKITASIKWGSPVSLKEFFPAEMEGMHTNQFLGGAGVAIVASNGNLVYPVQVTNKKKQVFSKIFYSEDEGKTWKFGKGRSAFGCSEPVALEWEGKLIINTRVDYRRRLVYESSDMGNSWLEAVGTLSRVWGPSPKSNQPGSQSSFTAVTIEGMRVMLFTHPLNFKGRWLRDRLNLWLTDNQRIYNVGQVSIGDENSAYSSVLYKDDKLYCLHEINSNEVYSLVFARLVGELRIIKSVLQSWKNWDSHLSSICTPADPAASSSERGCGPAVTTVGLVGFLSHSATKTEWEDAYRCVNASTANAERVPNGLKFAGVGGGALWPVSQQGQNQRYRFANHAFTVVASVTIHEVPSVASP..., which amino acid positions are active epitope sites? The epitope positions are: [524, 525, 526, 527, 528, 529, 530, 531, 532, 533, 534, 535, 536, 537, 538]. The amino acids at these positions are: WQPIYGSTPVTPTGS.